From a dataset of Full USPTO retrosynthesis dataset with 1.9M reactions from patents (1976-2016). Predict the reactants needed to synthesize the given product. (1) Given the product [C:1]([O:5][C@@H:6]([C:12]1[C:31]([CH3:32])=[CH:30][C:15]2[N:16]=[C:17]([C:19]3[CH:20]=[CH:21][N:42]4[C:23]([CH3:29])=[N:24][N:25]=[C:26]4[CH:27]=3)[S:18][C:14]=2[C:13]=1[C:33]1[CH:34]=[CH:35][C:36]([Cl:39])=[CH:37][CH:38]=1)[C:7]([O:9][CH2:10][CH3:11])=[O:8])([CH3:4])([CH3:3])[CH3:2], predict the reactants needed to synthesize it. The reactants are: [C:1]([O:5][C@@H:6]([C:12]1[C:31]([CH3:32])=[CH:30][C:15]2[N:16]=[C:17]([C:19]3[CH:27]=[C:26]4C([C:23]([CH3:29])=[N:24][N:25]4C)=[CH:21][CH:20]=3)[S:18][C:14]=2[C:13]=1[C:33]1[CH:38]=[CH:37][C:36]([Cl:39])=[CH:35][CH:34]=1)[C:7]([O:9][CH2:10][CH3:11])=[O:8])([CH3:4])([CH3:3])[CH3:2].CC1N2C=CC(B(O)O)=CC2=N[N:42]=1. (2) Given the product [CH2:20]([O:19][C:17]([N:6]1[CH2:7][CH:8]=[C:9]([C:11]2[N:12]=[C:13]([S:16][C:32]3[C@H:38]([CH3:39])[C@H:37]4[N:34]([C:35](=[O:47])[C@@H:36]4[C@H:40]([OH:42])[CH3:41])[C:33]=3[C:48]([O:50][CH2:51][CH:52]=[CH2:53])=[O:49])[S:14][CH:15]=2)[CH2:10][C@H:5]1[CH2:4][OH:3])=[O:18])[CH:21]=[CH2:22], predict the reactants needed to synthesize it. The reactants are: [H-].[Na+].[OH:3][CH2:4][C@@H:5]1[CH2:10][C:9]([C:11]2[N:12]=[C:13]([SH:16])[S:14][CH:15]=2)=[CH:8][CH2:7][N:6]1[C:17]([O:19][CH2:20][CH:21]=[CH2:22])=[O:18].O(P(OC1C=CC=CC=1)O[C:32]1[C@H:38]([CH3:39])[C@H:37]2[N:34]([C:35](=[O:47])[C@@H:36]2[C@H:40]([O:42][Si](C)(C)C)[CH3:41])[C:33]=1[C:48]([O:50][CH2:51][CH:52]=[CH2:53])=[O:49])C1C=CC=CC=1.C(#N)C.Cl. (3) The reactants are: S(=O)(=O)(O)O.[N+:6]([O-:9])(O)=[O:7].[NH:10]1[C:15]2[CH:16]=[CH:17][S:18][C:14]=2[C:13](=[O:19])[NH:12][C:11]1=[O:20]. Given the product [N+:6]([C:17]1[S:18][C:14]2[C:13](=[O:19])[NH:12][C:11](=[O:20])[NH:10][C:15]=2[CH:16]=1)([O-:9])=[O:7], predict the reactants needed to synthesize it. (4) Given the product [CH2:1]([O:8][C:9]1[CH:14]=[CH:13][CH:12]=[CH:11][C:10]=1[C:15]1[C:16]([B:29]([OH:34])[OH:30])=[CH:17][CH:18]=[CH:19][CH:20]=1)[C:2]1[CH:7]=[CH:6][CH:5]=[CH:4][CH:3]=1, predict the reactants needed to synthesize it. The reactants are: [CH2:1]([O:8][C:9]1[CH:14]=[CH:13][CH:12]=[CH:11][C:10]=1[C:15]1[CH:20]=[CH:19][CH:18]=[CH:17][C:16]=1Br)[C:2]1[CH:7]=[CH:6][CH:5]=[CH:4][CH:3]=1.CC(C)=O.C(=O)=O.[B:29](OC(C)C)([O:34]C(C)C)[O:30]C(C)C.Cl.